From a dataset of Forward reaction prediction with 1.9M reactions from USPTO patents (1976-2016). Predict the product of the given reaction. (1) Given the reactants [CH3:1][Si:2]([O:5]S(C(F)(F)F)(=O)=O)([CH3:4])[CH3:3].[CH2:13]([C:15]([C:34]1[CH:39]=[CH:38][C:37]([C:40]#[C:41][C:42]2(O)[CH2:48][CH2:47][CH2:46][CH2:45][CH2:44][CH2:43]2)=[C:36]([CH3:50])[CH:35]=1)([C:18]1[CH:23]=[CH:22][C:21]([B:24]2[O:28][C:27]([CH3:30])([CH3:29])[C:26]([CH3:32])([CH3:31])[O:25]2)=[C:20]([CH3:33])[CH:19]=1)[CH2:16][CH3:17])[CH3:14].N1C=CC=CC=1.[Cl-].[NH4+], predict the reaction product. The product is: [CH2:13]([C:15]([C:18]1[CH:23]=[CH:22][C:21]([B:24]2[O:25][C:26]([CH3:32])([CH3:31])[C:27]([CH3:29])([CH3:30])[O:28]2)=[C:20]([CH3:33])[CH:19]=1)([C:34]1[CH:39]=[CH:38][C:37]([C:40]#[C:41][C:42]2([O:5][Si:2]([CH3:4])([CH3:3])[CH3:1])[CH2:48][CH2:47][CH2:46][CH2:45][CH2:44][CH2:43]2)=[C:36]([CH3:50])[CH:35]=1)[CH2:16][CH3:17])[CH3:14]. (2) Given the reactants [Cl:1][C:2]1[C:3]([C:27]2[C:35]3[C:30](=[CH:31][CH:32]=[CH:33][CH:34]=3)[NH:29][CH:28]=2)=[N:4][C:5]([NH:8][C:9]2[CH:14]=[C:13]([N+:15]([O-])=O)[C:12]([N:18]3[CH2:23][CH2:22][N:21]([CH3:24])[CH2:20][CH2:19]3)=[CH:11][C:10]=2[O:25][CH3:26])=[N:6][CH:7]=1.[NH4+].[Cl-].O.C(Cl)Cl, predict the reaction product. The product is: [Cl:1][C:2]1[C:3]([C:27]2[C:35]3[C:30](=[CH:31][CH:32]=[CH:33][CH:34]=3)[NH:29][CH:28]=2)=[N:4][C:5]([NH:8][C:9]2[CH:14]=[C:13]([NH2:15])[C:12]([N:18]3[CH2:19][CH2:20][N:21]([CH3:24])[CH2:22][CH2:23]3)=[CH:11][C:10]=2[O:25][CH3:26])=[N:6][CH:7]=1. (3) Given the reactants CN(C)C=O.[CH3:6][O:7][C:8]1[CH:17]=[C:16]2[C:11]([CH:12]=[CH:13][C:14](=[O:32])[N:15]2[CH2:18][CH2:19][CH2:20][C:21]2([C:27]([O:29][CH2:30][CH3:31])=[O:28])[CH2:26][CH2:25][NH:24][CH2:23][CH2:22]2)=[CH:10][CH:9]=1.C(=O)([O-])[O-].[K+].[K+].Br[CH2:40][CH2:41][S:42][C:43]1[S:44][CH:45]=[CH:46][CH:47]=1, predict the reaction product. The product is: [CH3:6][O:7][C:8]1[CH:17]=[C:16]2[C:11]([CH:12]=[CH:13][C:14](=[O:32])[N:15]2[CH2:18][CH2:19][CH2:20][C:21]2([C:27]([O:29][CH2:30][CH3:31])=[O:28])[CH2:26][CH2:25][N:24]([CH2:40][CH2:41][S:42][C:43]3[S:44][CH:45]=[CH:46][CH:47]=3)[CH2:23][CH2:22]2)=[CH:10][CH:9]=1. (4) Given the reactants [Cl:1][C:2]1[CH:3]=[CH:4][C:5]([O:28][CH2:29][CH:30]([CH3:32])[CH3:31])=[C:6]([CH2:8][N:9]2[C:13]([CH3:14])=[CH:12][C:11]([C:15]([NH:17][C:18]3[CH:23]=[CH:22][C:21]([CH2:24][OH:25])=[C:20]([O:26][CH3:27])[CH:19]=3)=[O:16])=[N:10]2)[CH:7]=1, predict the reaction product. The product is: [Cl:1][C:2]1[CH:3]=[CH:4][C:5]([O:28][CH2:29][CH:30]([CH3:32])[CH3:31])=[C:6]([CH2:8][N:9]2[C:13]([CH3:14])=[CH:12][C:11]([C:15]([NH:17][C:18]3[CH:23]=[CH:22][C:21]([CH:24]=[O:25])=[C:20]([O:26][CH3:27])[CH:19]=3)=[O:16])=[N:10]2)[CH:7]=1. (5) Given the reactants Br[CH2:2][C:3]1([NH:6][C:7]([NH:9][C@@:10]([C:25]2[CH:30]=[C:29]([O:31][C:32]([F:37])([F:36])[CH:33]([F:35])[F:34])[CH:28]=[C:27]([F:38])[CH:26]=2)([C:18]2[CH:23]=[CH:22][C:21]([F:24])=[CH:20][CH:19]=2)[CH2:11][C:12]2[CH:17]=[CH:16][CH:15]=[CH:14][CH:13]=2)=[O:8])[CH2:5][CH2:4]1.[C-:39]#[N:40].[Na+], predict the reaction product. The product is: [C:39]([CH2:2][C:3]1([NH:6][C:7]([NH:9][C@@:10]([C:25]2[CH:30]=[C:29]([O:31][C:32]([F:37])([F:36])[CH:33]([F:35])[F:34])[CH:28]=[C:27]([F:38])[CH:26]=2)([C:18]2[CH:23]=[CH:22][C:21]([F:24])=[CH:20][CH:19]=2)[CH2:11][C:12]2[CH:17]=[CH:16][CH:15]=[CH:14][CH:13]=2)=[O:8])[CH2:5][CH2:4]1)#[N:40].